Dataset: Catalyst prediction with 721,799 reactions and 888 catalyst types from USPTO. Task: Predict which catalyst facilitates the given reaction. (1) The catalyst class is: 88. Product: [F:38][C:32]1[CH:33]=[CH:34][C:35]([F:37])=[CH:36][C:31]=1[C@H:14]1[CH2:13][C@@H:12]([OH:11])[CH2:16][N:15]1[C:17]1[CH:22]=[CH:21][N:20]2[N:23]=[CH:24][C:25]([C:26]([OH:28])=[O:27])=[C:19]2[CH:18]=1. Reactant: O[Li].O.[Si]([O:11][C@H:12]1[CH2:16][N:15]([C:17]2[CH:22]=[CH:21][N:20]3[N:23]=[CH:24][C:25]([C:26]([O:28]CC)=[O:27])=[C:19]3[CH:18]=2)[C@@H:14]([C:31]2[CH:36]=[C:35]([F:37])[CH:34]=[CH:33][C:32]=2[F:38])[CH2:13]1)(C(C)(C)C)(C)C.C(O)(=O)CC(CC(O)=O)(C(O)=O)O. (2) Reactant: [Br:1][C:2]1[CH:7]=[CH:6][N:5]2[N:8]=[C:9]([NH2:11])[N:10]=[C:4]2[CH:3]=1.ClC(Cl)(Cl)C(Cl)(Cl)Cl.C(N(CC)CC)C.CP(C)C.[CH3:31][C:32]1[N:36]=[C:35]([N:37]2[CH2:42][CH2:41][C:40](=O)[CH2:39][CH2:38]2)[S:34][N:33]=1.[B][B][B][B][B][B][B][B][B][B].C([O-])(O)=O.[Na+]. Product: [Br:1][C:2]1[CH:7]=[CH:6][N:5]2[N:8]=[C:9]([NH:11][CH:40]3[CH2:39][CH2:38][N:37]([C:35]4[S:34][N:33]=[C:32]([CH3:31])[N:36]=4)[CH2:42][CH2:41]3)[N:10]=[C:4]2[CH:3]=1. The catalyst class is: 36. (3) Reactant: C[N:2]([CH3:17])[C:3]([CH3:16])=[CH:4][C:5]([C:7]1[CH:12]=[CH:11][CH:10]=[C:9]([N+:13]([O-:15])=[O:14])[CH:8]=1)=O.[N:18]1[CH:23]=[CH:22][C:21]([C:24]2[CH:25]=C(N)[NH:27][N:28]=2)=[CH:20][CH:19]=1. Product: [CH3:16][C:3]1[CH:4]=[C:5]([C:7]2[CH:12]=[CH:11][CH:10]=[C:9]([N+:13]([O-:15])=[O:14])[CH:8]=2)[N:27]2[N:28]=[C:24]([C:21]3[CH:22]=[CH:23][N:18]=[CH:19][CH:20]=3)[CH:25]=[C:17]2[N:2]=1. The catalyst class is: 15. (4) Reactant: [Cl:1][C:2]1[CH:7]=[C:6](Cl)[N:5]=[CH:4][N:3]=1.[CH3:9][S-:10].[Na+]. Product: [Cl:1][C:2]1[CH:7]=[C:6]([S:10][CH3:9])[N:5]=[CH:4][N:3]=1. The catalyst class is: 375. (5) Reactant: [Cl:1][C:2]1[C:3]([O:13][CH3:14])=[CH:4][C:5]([O:11][CH3:12])=[C:6]([CH:10]=1)[C:7](O)=[O:8].S(Cl)([Cl:17])=O. Product: [Cl:1][C:2]1[C:3]([O:13][CH3:14])=[CH:4][C:5]([O:11][CH3:12])=[C:6]([CH:10]=1)[C:7]([Cl:17])=[O:8]. The catalyst class is: 4. (6) Reactant: C(OC([N:8]1[CH2:13][CH2:12][N:11]([C:14]2[NH:19][C:18](=[O:20])[C:17]3[N:21]([CH2:24][C:25]([O:27][CH2:28][CH3:29])=[O:26])[CH:22]=[N:23][C:16]=3[CH:15]=2)[CH2:10][CH2:9]1)=O)(C)(C)C.C(O)(C(F)(F)F)=O. Product: [CH2:28]([O:27][C:25](=[O:26])[CH2:24][N:21]1[C:17]2[C:18](=[O:20])[NH:19][C:14]([N:11]3[CH2:10][CH2:9][NH:8][CH2:13][CH2:12]3)=[CH:15][C:16]=2[N:23]=[CH:22]1)[CH3:29]. The catalyst class is: 2.